Dataset: Catalyst prediction with 721,799 reactions and 888 catalyst types from USPTO. Task: Predict which catalyst facilitates the given reaction. (1) Reactant: [Br:1][C:2]1[CH:7]=[CH:6][C:5]([SH:8])=[CH:4][C:3]=1[F:9].C(=O)([O-])[O-].[Cs+].[Cs+].Br[CH:17]1[CH2:20][CH2:19][CH2:18]1.O. Product: [Br:1][C:2]1[CH:7]=[CH:6][C:5]([S:8][CH:17]2[CH2:20][CH2:19][CH2:18]2)=[CH:4][C:3]=1[F:9]. The catalyst class is: 16. (2) Product: [CH2:1]([NH:3][C:4]1[CH:8]=[C:7]([C:9]2[CH:14]=[CH:13][N:12]=[CH:11][CH:10]=2)[S:6][C:5]=1[C:15]([OH:17])=[O:16])[CH3:2]. The catalyst class is: 6. Reactant: [CH2:1]([NH:3][C:4]1[CH:8]=[C:7]([C:9]2[CH:14]=[CH:13][N:12]=[CH:11][CH:10]=2)[S:6][C:5]=1[C:15]([O:17]C)=[O:16])[CH3:2].C[O-].[Na+].CO.Cl. (3) Reactant: Cl.[F:2][C:3]1[CH:8]=[CH:7][C:6]([C:9]2[CH:14]=[CH:13][N:12]([CH2:15][CH2:16][C@@:17]([CH3:32])([S:28]([CH3:31])(=[O:30])=[O:29])[C:18]([NH:20][O:21]C3CCCCO3)=[O:19])[C:11](=[O:33])[CH:10]=2)=[CH:5][CH:4]=1. Product: [F:2][C:3]1[CH:8]=[CH:7][C:6]([C:9]2[CH:14]=[CH:13][N:12]([CH2:15][CH2:16][C@@:17]([CH3:32])([S:28]([CH3:31])(=[O:29])=[O:30])[C:18]([NH:20][OH:21])=[O:19])[C:11](=[O:33])[CH:10]=2)=[CH:5][CH:4]=1. The catalyst class is: 41. (4) Reactant: [C:9](O[C:9]([O:11][C:12]([CH3:15])([CH3:14])[CH3:13])=[O:10])([O:11][C:12]([CH3:15])([CH3:14])[CH3:13])=[O:10].[NH2:16][C:17]1[CH:22]=[CH:21][C:20]([CH2:23][CH2:24][C:25]([O:27][CH2:28][CH3:29])=[O:26])=[C:19]([F:30])[CH:18]=1. Product: [C:12]([O:11][C:9]([NH:16][C:17]1[CH:22]=[CH:21][C:20]([CH2:23][CH2:24][C:25]([O:27][CH2:28][CH3:29])=[O:26])=[C:19]([F:30])[CH:18]=1)=[O:10])([CH3:13])([CH3:14])[CH3:15]. The catalyst class is: 12. (5) Reactant: C(OC(=O)[NH2:7])(C)(C)C.[NH:9]1[CH:13]=[CH:12][N:11]=[CH:10]1.N1[C:27]2[C:18](=[CH:19][CH:20]=[C:21]3[C:26]=2N=CC=C3)[CH:17]=[CH:16]C=1.C(=CC(C=CC1C=CC=CC=1)=O)C1C=CC=CC=1.C(=O)([O-])[O-].[Cs+].[Cs+]. Product: [N:9]1([C:20]2[CH:19]=[C:18]([C@@H:17]([NH2:7])[CH3:16])[CH:27]=[CH:26][CH:21]=2)[CH:13]=[CH:12][N:11]=[CH:10]1. The catalyst class is: 13. (6) Reactant: Cl.[CH3:2][O:3][C:4]1[C:14]2[CH2:13][CH2:12][NH:11][CH2:10][CH2:9][C:8]=2[CH:7]=[CH:6][CH:5]=1.C(N(CC)CC)C.[F:22][C:23]([F:34])([F:33])[C:24](O[C:24](=[O:25])[C:23]([F:34])([F:33])[F:22])=[O:25].CO. Product: [CH3:2][O:3][C:4]1[C:14]2[CH2:13][CH2:12][N:11]([C:24](=[O:25])[C:23]([F:34])([F:33])[F:22])[CH2:10][CH2:9][C:8]=2[CH:7]=[CH:6][CH:5]=1. The catalyst class is: 2. (7) The catalyst class is: 2. Reactant: [F:1][C:2]1[CH:3]=[N:4][C:5]([NH:11][CH2:12][CH2:13][CH2:14][O:15][C:16]2[CH:21]=[CH:20][C:19]([F:22])=[CH:18][CH:17]=2)=[C:6]([CH:10]=1)[C:7]([OH:9])=O.[CH3:23][C:24]([NH2:28])([C:26]#[CH:27])[CH3:25].C1C=CC2N(O)N=NC=2C=1.C(Cl)CCl.CCN(C(C)C)C(C)C. Product: [F:1][C:2]1[CH:3]=[N:4][C:5]([NH:11][CH2:12][CH2:13][CH2:14][O:15][C:16]2[CH:21]=[CH:20][C:19]([F:22])=[CH:18][CH:17]=2)=[C:6]([CH:10]=1)[C:7]([NH:28][C:24]([CH3:25])([C:26]#[CH:27])[CH3:23])=[O:9].